The task is: Predict the product of the given reaction.. This data is from Forward reaction prediction with 1.9M reactions from USPTO patents (1976-2016). (1) Given the reactants [Br:1][C:2]1[CH:7]=[C:6]([CH:8]([CH3:10])[CH3:9])[CH:5]=[CH:4][C:3]=1[NH:11][C:12]1[N:17]=[C:16](Cl)[C:15]([CH2:19][CH2:20]Cl)=[C:14]([CH3:22])[N:13]=1.[CH3:23][O:24][CH2:25][CH2:26][NH2:27], predict the reaction product. The product is: [Br:1][C:2]1[CH:7]=[C:6]([CH:8]([CH3:10])[CH3:9])[CH:5]=[CH:4][C:3]=1[NH:11][C:12]1[N:13]=[C:14]([CH3:22])[C:15]2[CH2:19][CH2:20][N:27]([CH2:26][CH2:25][O:24][CH3:23])[C:16]=2[N:17]=1. (2) Given the reactants [C:1]([O:5][C:6]([NH:8][CH2:9][C:10]1[N:11]([CH2:36][CH:37]([CH3:39])[CH3:38])[C:12](=[O:35])[C:13]2[C:18]([C:19]=1[C:20]1[CH:25]=[CH:24][CH:23]=[CH:22][CH:21]=1)=[CH:17][C:16]([C:26]1[S:27][C:28]([C:32]([OH:34])=O)=[C:29]([CH3:31])[N:30]=1)=[CH:15][CH:14]=2)=[O:7])([CH3:4])([CH3:3])[CH3:2].Cl.C([N:43]=C=NCCCN(C)C)C.[NH4+].ON1C2C=CC=CC=2N=N1.O, predict the reaction product. The product is: [NH2:43][C:32]([C:28]1[S:27][C:26]([C:16]2[CH:17]=[C:18]3[C:13](=[CH:14][CH:15]=2)[C:12](=[O:35])[N:11]([CH2:36][CH:37]([CH3:38])[CH3:39])[C:10]([CH2:9][NH:8][C:6](=[O:7])[O:5][C:1]([CH3:3])([CH3:2])[CH3:4])=[C:19]3[C:20]2[CH:21]=[CH:22][CH:23]=[CH:24][CH:25]=2)=[N:30][C:29]=1[CH3:31])=[O:34]. (3) The product is: [Cl:1][C:2]1[CH:3]=[C:4]2[C:10]([C:11]3[N:16]=[C:15]([NH:64][C@H:59]4[CH2:58][CH2:57][CH2:56][C@@H:61]([NH:68][C:49]([CH:45]5[O:46][CH2:47][CH2:48][NH:43][CH2:44]5)=[O:51])[CH2:60]4)[C:14]([F:25])=[CH:13][N:12]=3)=[CH:9][NH:8][C:5]2=[N:6][CH:7]=1. Given the reactants [Cl:1][C:2]1[CH:3]=[C:4]2[C:10]([C:11]3[N:16]=[C:15](C4(N)CCCC(N)C4)[C:14]([F:25])=[CH:13][N:12]=3)=[CH:9][N:8](S(C3C=CC(C)=CC=3)(=O)=O)[C:5]2=[N:6][CH:7]=1.C(OC([N:43]1[CH2:48][CH2:47][O:46][CH:45]([C:49]([OH:51])=O)[CH2:44]1)=O)(C)(C)C.C(Cl)CCl.[CH:56]1[CH:57]=[CH:58][C:59]2[N:64](O)N=N[C:60]=2[CH:61]=1.CC[N:68](C(C)C)C(C)C.[OH-].[Li+], predict the reaction product. (4) The product is: [C:21]([N:3]1[C@@H:2]([CH3:1])[CH2:6][C@@H:5]([NH:7][S:8]([C:11]2[CH:16]=[CH:15][CH:14]=[C:13]([C:17]([F:18])([F:20])[F:19])[CH:12]=2)(=[O:9])=[O:10])[CH2:4]1)#[N:31]. Given the reactants [CH3:1][C@H:2]1[CH2:6][C@@H:5]([NH:7][S:8]([C:11]2[CH:16]=[CH:15][CH:14]=[C:13]([C:17]([F:20])([F:19])[F:18])[CH:12]=2)(=[O:10])=[O:9])[CH2:4][N:3]1[C:21](OC(C)(C)C)=O.Cl.CC[N:31](C(C)C)C(C)C.BrC#N.C(O)C(N)(CO)CO, predict the reaction product. (5) The product is: [CH2:9]([O:11][C:5](=[NH:6])[CH2:4][C:3]([OH:2])([CH3:8])[CH3:7])[CH3:10]. Given the reactants Cl.[OH:2][C:3]([CH3:8])([CH3:7])[CH2:4][C:5]#[N:6].[CH2:9]([O:11]CC)[CH3:10], predict the reaction product. (6) Given the reactants [CH3:1][Mg+].[Br-].[CH2:4]([O:11][C:12]1[CH:17]=[CH:16][C:15]([N:18]2[CH:23]=[C:22]([O:24][CH3:25])[C:21](=[O:26])[C:20]([C:27](N(OC)C)=[O:28])=[N:19]2)=[C:14]([F:33])[CH:13]=1)[C:5]1[CH:10]=[CH:9][CH:8]=[CH:7][CH:6]=1, predict the reaction product. The product is: [C:27]([C:20]1[C:21](=[O:26])[C:22]([O:24][CH3:25])=[CH:23][N:18]([C:15]2[CH:16]=[CH:17][C:12]([O:11][CH2:4][C:5]3[CH:10]=[CH:9][CH:8]=[CH:7][CH:6]=3)=[CH:13][C:14]=2[F:33])[N:19]=1)(=[O:28])[CH3:1].